Dataset: Forward reaction prediction with 1.9M reactions from USPTO patents (1976-2016). Task: Predict the product of the given reaction. Given the reactants [CH3:1][C:2]1[CH:7]=[C:6]([CH3:8])[CH:5]=[C:4]([CH3:9])[C:3]=1[NH:10][C:11]([NH:13][C:14]1[C:15]([C:24]([NH:26][C:27]2([C:33]([O:35][CH3:36])=[O:34])[CH2:32][CH2:31][NH:30][CH2:29][CH2:28]2)=[O:25])=[CH:16][C:17]2[C:22]([CH:23]=1)=[CH:21][CH:20]=[CH:19][CH:18]=2)=[O:12].C([O-])([O-])=O.[K+].[K+].[CH2:43](Br)[CH2:44][CH2:45][CH3:46], predict the reaction product. The product is: [CH2:43]([N:30]1[CH2:29][CH2:28][C:27]([NH:26][C:24]([C:15]2[C:14]([NH:13][C:11]([NH:10][C:3]3[C:2]([CH3:1])=[CH:7][C:6]([CH3:8])=[CH:5][C:4]=3[CH3:9])=[O:12])=[CH:23][C:22]3[C:17](=[CH:18][CH:19]=[CH:20][CH:21]=3)[CH:16]=2)=[O:25])([C:33]([O:35][CH3:36])=[O:34])[CH2:32][CH2:31]1)[CH2:44][CH2:45][CH3:46].